From a dataset of Full USPTO retrosynthesis dataset with 1.9M reactions from patents (1976-2016). Predict the reactants needed to synthesize the given product. (1) The reactants are: [CH3:1][C:2]1([CH3:26])[CH2:11][CH2:10][C:9](=[O:12])[C:8]2[CH:7]=[C:6](/[CH:13]=[CH:14]/[C:15]3[CH:25]=[CH:24][C:18]([C:19]([O:21][CH2:22][CH3:23])=[O:20])=[CH:17][CH:16]=3)[CH:5]=[CH:4][C:3]1=2.BrC[C:29]([O:31][CH2:32][CH3:33])=[O:30].[CH:34]1C=CC=CC=1. Given the product [CH3:26][C:2]1([CH3:1])[CH2:11][CH2:10][C:9]([OH:12])([C:29]([O:31][CH2:32][CH2:33][CH3:34])=[O:30])[C:8]2[CH:7]=[C:6](/[CH:13]=[CH:14]/[C:15]3[CH:16]=[CH:17][C:18]([C:19]([O:21][CH2:22][CH3:23])=[O:20])=[CH:24][CH:25]=3)[CH:5]=[CH:4][C:3]1=2, predict the reactants needed to synthesize it. (2) Given the product [Br:41][C:21]1[C:20]2[O:12][CH2:11][O:22][C:19]=2[CH:18]=[C:17]([C:24]2[S:28][C:27]([NH:29][C:30](=[O:39])[C:31]3[C:36]([F:37])=[CH:35][CH:34]=[CH:33][C:32]=3[F:38])=[N:26][C:25]=2[CH3:40])[CH:16]=1, predict the reactants needed to synthesize it. The reactants are: O1C2C=CC(C[C:11](Cl)=[O:12])=CC=2OC1.CO[C:16]1[CH:21]=[CH:20][C:19]([O:22]C)=[CH:18][C:17]=1[C:24]1[S:28][C:27]([NH:29][C:30](=[O:39])[C:31]2[C:36]([F:37])=[CH:35][CH:34]=[CH:33][C:32]=2[F:38])=[N:26][C:25]=1[CH3:40].[Br:41]Br.